This data is from Full USPTO retrosynthesis dataset with 1.9M reactions from patents (1976-2016). The task is: Predict the reactants needed to synthesize the given product. (1) Given the product [Br:1][C:2]1[CH:7]=[CH:6][C:5]([S:8]([N:11]2[CH2:18][CH2:17][C:14]([CH2:15][NH:23][CH:20]3[CH2:22][CH2:21]3)([OH:16])[CH:13]([F:19])[CH2:12]2)(=[O:10])=[O:9])=[CH:4][CH:3]=1, predict the reactants needed to synthesize it. The reactants are: [Br:1][C:2]1[CH:7]=[CH:6][C:5]([S:8]([N:11]2[CH2:18][CH2:17][C:14]3([O:16][CH2:15]3)[CH:13]([F:19])[CH2:12]2)(=[O:10])=[O:9])=[CH:4][CH:3]=1.[CH:20]1([NH2:23])[CH2:22][CH2:21]1. (2) Given the product [CH2:1]([C:8](=[CH2:12])[C:9]([OH:11])=[O:10])[C:2]1[CH:7]=[CH:6][CH:5]=[CH:4][CH:3]=1, predict the reactants needed to synthesize it. The reactants are: [CH2:1]([CH:8]([C:12](O)=O)[C:9]([OH:11])=[O:10])[C:2]1[CH:7]=[CH:6][CH:5]=[CH:4][CH:3]=1.CC(C)C(=C)C(O)=O. (3) Given the product [C:31]([C:30]1[CH:33]=[CH:34][C:27]([C:38]#[C:37][CH2:36][CH2:35][OH:39])=[CH:28][CH:29]=1)#[N:32], predict the reactants needed to synthesize it. The reactants are: C(=O)([O-])[O-].[K+].[K+].C1(P(C2C=CC=CC=2)C2C=CC=CC=2)C=CC=CC=1.Br[C:27]1[CH:34]=[CH:33][C:30]([C:31]#[N:32])=[CH:29][CH:28]=1.[CH2:35]([OH:39])[CH2:36][C:37]#[CH:38]. (4) Given the product [CH3:1][O:2][C:3]1[CH:4]=[C:5]([CH2:11][CH:12]([NH2:27])[CH3:13])[CH:6]=[CH:7][C:8]=1[O:9][CH3:10], predict the reactants needed to synthesize it. The reactants are: [CH3:1][O:2][C:3]1[CH:4]=[C:5]([CH2:11][C:12](=O)[CH3:13])[CH:6]=[CH:7][C:8]=1[O:9][CH3:10].O=C[C@@H]([C@H]([C@@H]([C@@H](CO)O)O)O)O.[NH2:27][C@@H](C(O)=O)C.CC1N=CC(COP(O)(O)=O)=C(C=O)C=1O.